From a dataset of Catalyst prediction with 721,799 reactions and 888 catalyst types from USPTO. Predict which catalyst facilitates the given reaction. (1) Reactant: [CH3:1][Mg]Cl.CON(C)[C:7](=[O:22])[CH2:8][CH:9]1[CH2:14][CH2:13][N:12]([C:15]([O:17][C:18]([CH3:21])([CH3:20])[CH3:19])=[O:16])[CH2:11][CH2:10]1. Product: [O:22]=[C:7]([CH3:1])[CH2:8][CH:9]1[CH2:10][CH2:11][N:12]([C:15]([O:17][C:18]([CH3:19])([CH3:20])[CH3:21])=[O:16])[CH2:13][CH2:14]1. The catalyst class is: 1. (2) Reactant: [F:1][C:2]1[C:9]([CH2:10][CH2:11][OH:12])=[C:8]([F:13])[CH:7]=[CH:6][C:3]=1[CH:4]=O.FC(F)(F)C(O)=O.[CH:21]([C:24]1[S:25][CH:26]=[C:27]([C:29]([N:31]2[CH2:36][C:35]3([CH2:41][CH2:40][NH:39][CH2:38][CH2:37]3)[O:34][CH2:33][CH2:32]2)=[O:30])[N:28]=1)([CH3:23])[CH3:22].C(O)(=O)C. Product: [F:1][C:2]1[C:9]([CH2:10][CH2:11][OH:12])=[C:8]([F:13])[CH:7]=[CH:6][C:3]=1[CH2:4][N:39]1[CH2:40][CH2:41][C:35]2([O:34][CH2:33][CH2:32][N:31]([C:29]([C:27]3[N:28]=[C:24]([CH:21]([CH3:22])[CH3:23])[S:25][CH:26]=3)=[O:30])[CH2:36]2)[CH2:37][CH2:38]1. The catalyst class is: 60. (3) Reactant: [OH:1][C:2]1[CH2:7][C:6]([CH:16]([CH3:18])[CH3:17])([CH2:8][CH2:9][C:10]2[S:11][CH:12]=[C:13]([CH3:15])[N:14]=2)[O:5][C:4](=[O:19])[CH:3]=1.[C:20]([C:24]1[CH:29]=[C:28]([CH2:30][OH:31])[C:27]([CH3:32])=[CH:26][C:25]=1[S:33]S(C1C=CC(C)=CC=1)(=O)=O)([CH3:23])([CH3:22])[CH3:21].C(=O)([O-])[O-].[K+].[K+]. Product: [C:20]([C:24]1[CH:29]=[C:28]([CH2:30][OH:31])[C:27]([CH3:32])=[CH:26][C:25]=1[S:33][C:3]1[C:4](=[O:19])[O:5][C:6]([CH:16]([CH3:17])[CH3:18])([CH2:8][CH2:9][C:10]2[S:11][CH:12]=[C:13]([CH3:15])[N:14]=2)[CH2:7][C:2]=1[OH:1])([CH3:23])([CH3:22])[CH3:21]. The catalyst class is: 3.